Predict the product of the given reaction. From a dataset of Forward reaction prediction with 1.9M reactions from USPTO patents (1976-2016). Given the reactants [CH3:1][C@@:2]([S:25]([CH3:28])(=[O:27])=[O:26])([CH2:8][CH2:9][C:10]1[CH:15]=[CH:14][C:13]([B:16]2[O:20][C:19]([CH3:22])([CH3:21])[C:18]([CH3:24])([CH3:23])[O:17]2)=[CH:12][CH:11]=1)[C:3]([O:5]CC)=[O:4].[OH-].[Li+].BrC1C=CC(CCC(C)(S(C)(=O)=O)C(O)=O)=CC=1, predict the reaction product. The product is: [CH3:1][C@@:2]([S:25]([CH3:28])(=[O:26])=[O:27])([CH2:8][CH2:9][C:10]1[CH:11]=[CH:12][C:13]([B:16]2[O:20][C:19]([CH3:21])([CH3:22])[C:18]([CH3:23])([CH3:24])[O:17]2)=[CH:14][CH:15]=1)[C:3]([OH:5])=[O:4].